This data is from Catalyst prediction with 721,799 reactions and 888 catalyst types from USPTO. The task is: Predict which catalyst facilitates the given reaction. (1) Reactant: [Br:1][C:2]1[C:7]([N+:8]([O-:10])=[O:9])=[CH:6][C:5]([OH:11])=[C:4]([CH:12]2[CH2:16][CH2:15][CH2:14][CH2:13]2)[CH:3]=1.C([O-])([O-])=O.[Cs+].[Cs+].[CH2:23](Br)[C:24]1[CH:29]=[CH:28][CH:27]=[CH:26][CH:25]=1. Product: [CH2:23]([O:11][C:5]1[CH:6]=[C:7]([N+:8]([O-:10])=[O:9])[C:2]([Br:1])=[CH:3][C:4]=1[CH:12]1[CH2:16][CH2:15][CH2:14][CH2:13]1)[C:24]1[CH:29]=[CH:28][CH:27]=[CH:26][CH:25]=1. The catalyst class is: 18. (2) Reactant: [CH2:1]([O:8][C:9]1[N:14]=[N:13][C:12]([NH2:15])=[CH:11][CH:10]=1)[C:2]1[CH:7]=[CH:6][CH:5]=[CH:4][CH:3]=1.Cl[C:17]([O:19][C:20]1[CH:25]=[CH:24][CH:23]=[CH:22][CH:21]=1)=[O:18]. The catalyst class is: 17. Product: [CH2:1]([O:8][C:9]1[N:14]=[N:13][C:12]([NH:15][C:17](=[O:18])[O:19][C:20]2[CH:25]=[CH:24][CH:23]=[CH:22][CH:21]=2)=[CH:11][CH:10]=1)[C:2]1[CH:7]=[CH:6][CH:5]=[CH:4][CH:3]=1. (3) Reactant: C1(P(C2C=CC=CC=2)C2C=CC=CC=2)C=CC=CC=1.[CH2:20]([N:22]1[C:26]2=[N:27][C:28]([CH2:57][CH3:58])=[C:29]([CH2:38][NH:39][C:40](=[O:56])[C:41]3[CH:46]=[CH:45][C:44]([CH2:47][CH2:48][CH2:49][CH2:50][CH2:51][CH2:52][CH2:53][CH2:54]O)=[CH:43][CH:42]=3)[C:30]([NH:31][CH:32]3[CH2:37][CH2:36][O:35][CH2:34][CH2:33]3)=[C:25]2[CH:24]=[N:23]1)[CH3:21].C(Br)(Br)(Br)[Br:60]. Product: [Br:60][CH2:54][CH2:53][CH2:52][CH2:51][CH2:50][CH2:49][CH2:48][CH2:47][C:44]1[CH:45]=[CH:46][C:41]([C:40]([NH:39][CH2:38][C:29]2[C:30]([NH:31][CH:32]3[CH2:37][CH2:36][O:35][CH2:34][CH2:33]3)=[C:25]3[CH:24]=[N:23][N:22]([CH2:20][CH3:21])[C:26]3=[N:27][C:28]=2[CH2:57][CH3:58])=[O:56])=[CH:42][CH:43]=1. The catalyst class is: 4.